From a dataset of Forward reaction prediction with 1.9M reactions from USPTO patents (1976-2016). Predict the product of the given reaction. (1) Given the reactants [Cl:1][C:2]1[N:3]=[C:4]([N:22]2[CH2:27][CH2:26][O:25][CH2:24][CH2:23]2)[C:5]2[S:10][C:9]([CH2:11][N:12]3[CH2:21][CH2:20][C:15]4(OCC[O:16]4)[CH2:14][CH2:13]3)=[CH:8][C:6]=2[N:7]=1.Cl.[OH-].[Na+].CCOC(C)=O, predict the reaction product. The product is: [Cl:1][C:2]1[N:3]=[C:4]([N:22]2[CH2:23][CH2:24][O:25][CH2:26][CH2:27]2)[C:5]2[S:10][C:9]([CH2:11][N:12]3[CH2:13][CH2:14][C:15](=[O:16])[CH2:20][CH2:21]3)=[CH:8][C:6]=2[N:7]=1. (2) Given the reactants C(=O)([O-])[O-].[K+].[K+].F[C:8]1[CH:13]=[CH:12][C:11]([F:14])=[CH:10][N:9]=1.[CH3:15][O:16][C:17]1[CH:24]=[C:23]([O:25][CH3:26])[CH:22]=[CH:21][C:18]=1[CH2:19][NH2:20].O, predict the reaction product. The product is: [CH3:15][O:16][C:17]1[CH:24]=[C:23]([O:25][CH3:26])[CH:22]=[CH:21][C:18]=1[CH2:19][NH:20][C:8]1[CH:13]=[CH:12][C:11]([F:14])=[CH:10][N:9]=1. (3) Given the reactants Cl.[S:2]1[C:10]2[CH:9]=[CH:8][N:7]=[CH:6][C:5]=2[CH:4]=[C:3]1[CH2:11][NH2:12].S1C2C=CN=CC=2C=[C:14]1C(O)C.N1C2=NC=CC=C2C(CN)=C1, predict the reaction product. The product is: [S:2]1[C:10]2[CH:9]=[CH:8][N:7]=[CH:6][C:5]=2[CH:4]=[C:3]1[CH:11]([NH2:12])[CH3:14].